Dataset: Reaction yield outcomes from USPTO patents with 853,638 reactions. Task: Predict the reaction yield, written as a fraction of the theoretical maximum amount of product (1.0 means a 100% yield; for example, 0.34 means a 34% yield). The reactants are [OH:1][C:2]1[CH:11]=[CH:10][C:5]([C:6]([O:8][CH3:9])=[O:7])=[CH:4][C:3]=1[CH2:12][O:13][CH3:14].C([O-])([O-])=O.[K+].[K+].Br[CH:22]([CH3:24])[CH3:23]. The catalyst is CN(C=O)C.CCOC(C)=O. The product is [CH:22]([O:1][C:2]1[CH:11]=[CH:10][C:5]([C:6]([O:8][CH3:9])=[O:7])=[CH:4][C:3]=1[CH2:12][O:13][CH3:14])([CH3:24])[CH3:23]. The yield is 0.980.